Dataset: Forward reaction prediction with 1.9M reactions from USPTO patents (1976-2016). Task: Predict the product of the given reaction. (1) Given the reactants Br[C:2]1[CH:14]=[CH:13][C:5]([C:6]([O:8][C:9]([CH3:12])([CH3:11])[CH3:10])=[O:7])=[C:4]([N+:15]([O-:17])=[O:16])[CH:3]=1.[NH:18]1[C:26]2[C:21](=[CH:22][CH:23]=[CH:24][CH:25]=2)[CH2:20][CH2:19]1.C(=O)([O-])[O-].[Cs+].[Cs+].C1(P(C2CCCCC2)C2C=CC=CC=2C2C(C(C)C)=CC(C(C)C)=CC=2C(C)C)CCCCC1.C(O)(=O)CC(CC(O)=O)(C(O)=O)O, predict the reaction product. The product is: [N:18]1([C:2]2[CH:14]=[CH:13][C:5]([C:6]([O:8][C:9]([CH3:12])([CH3:11])[CH3:10])=[O:7])=[C:4]([N+:15]([O-:17])=[O:16])[CH:3]=2)[C:26]2[C:21](=[CH:22][CH:23]=[CH:24][CH:25]=2)[CH2:20][CH2:19]1. (2) The product is: [F:1][C:2]1[CH:7]=[CH:6][C:5]([CH:8]([CH2:12][CH:13]=[CH2:14])[C:9]([NH:16][CH3:15])=[O:10])=[CH:4][CH:3]=1. Given the reactants [F:1][C:2]1[CH:7]=[CH:6][C:5]([CH:8]([CH2:12][CH:13]=[CH2:14])[C:9](O)=[O:10])=[CH:4][CH:3]=1.[CH3:15][N:16](C(ON1N=NC2C=CC=CC1=2)=[N+](C)C)C.[B-](F)(F)(F)F.CN.CCN(C(C)C)C(C)C, predict the reaction product.